Dataset: Full USPTO retrosynthesis dataset with 1.9M reactions from patents (1976-2016). Task: Predict the reactants needed to synthesize the given product. (1) Given the product [Cl:1][C:2]1[CH:7]=[CH:6][N:5]=[C:4]2[N:8]([S:24]([C:27]3[CH:32]=[CH:31][C:30]([CH3:33])=[CH:29][CH:28]=3)(=[O:26])=[O:25])[C:9]([C:11]3[C:19]4[C:14](=[CH:15][C:16]([O:22][CH3:23])=[C:17]([O:20][CH3:21])[CH:18]=4)[N:13]([CH3:34])[CH:12]=3)=[CH:10][C:3]=12, predict the reactants needed to synthesize it. The reactants are: [Cl:1][C:2]1[CH:7]=[CH:6][N:5]=[C:4]2[N:8]([S:24]([C:27]3[CH:32]=[CH:31][C:30]([CH3:33])=[CH:29][CH:28]=3)(=[O:26])=[O:25])[C:9]([C:11]3[C:19]4[C:14](=[CH:15][C:16]([O:22][CH3:23])=[C:17]([O:20][CH3:21])[CH:18]=4)[NH:13][CH:12]=3)=[CH:10][C:3]=12.[CH3:34]I. (2) The reactants are: [Cl-].[CH3:2][C:3]([NH3+:7])([CH3:6])[CH2:4]Cl.[CH3:8][C:9]1[CH:14]=[C:13]([N+:15]([O-:17])=[O:16])[CH:12]=[CH:11][C:10]=1[N:18]=[C:19]=[S:20]. Given the product [CH3:8][C:9]1[CH:14]=[C:13]([N+:15]([O-:17])=[O:16])[CH:12]=[CH:11][C:10]=1[N:18]=[C:19]1[NH:7][C:3]([CH3:6])([CH3:2])[CH2:4][S:20]1, predict the reactants needed to synthesize it. (3) Given the product [CH2:23]([O:25][C:26]([C:28]1[CH:29]=[N:30][C:31]([N:8]([CH2:1][C:2]2[CH:7]=[CH:6][CH:5]=[CH:4][CH:3]=2)[CH2:9][C:10]2[CH:15]=[CH:14][CH:13]=[CH:12][CH:11]=2)=[C:32]([N+:35]([O-:37])=[O:36])[C:33]=1[NH2:34])=[O:27])[CH3:24], predict the reactants needed to synthesize it. The reactants are: [CH2:1]([NH:8][CH2:9][C:10]1[CH:15]=[CH:14][CH:13]=[CH:12][CH:11]=1)[C:2]1[CH:7]=[CH:6][CH:5]=[CH:4][CH:3]=1.C(N(CC)CC)C.[CH2:23]([O:25][C:26]([C:28]1[CH:29]=[N:30][C:31](Cl)=[C:32]([N+:35]([O-:37])=[O:36])[C:33]=1[NH2:34])=[O:27])[CH3:24]. (4) Given the product [N+:11]([C:5]1[C:6]2=[N:7][O:8][N:9]=[C:10]2[C:2]([S:25][C:26]2[CH:27]=[CH:28][CH:29]=[C:30]3[C:35]=2[N:34]=[CH:33][CH:32]=[CH:31]3)=[CH:3][CH:4]=1)([O-:13])=[O:12], predict the reactants needed to synthesize it. The reactants are: Cl[C:2]1[C:10]2[C:6](=[N:7][O:8][N:9]=2)[C:5]([N+:11]([O-:13])=[O:12])=[CH:4][CH:3]=1.CN(C=O)C.C(=O)([O-])[O-].[K+].[K+].[SH:25][C:26]1[CH:27]=[CH:28][CH:29]=[C:30]2[C:35]=1[N:34]=[CH:33][CH:32]=[CH:31]2. (5) Given the product [CH2:2]([N:17]([C:18]1[CH:23]=[CH:22][C:21]([O:24][CH3:25])=[CH:20][CH:19]=1)[S:14]([C:11]1[CH:12]=[CH:13][C:8]([O:7][CH3:6])=[CH:9][CH:10]=1)(=[O:16])=[O:15])[CH2:3][CH2:4][CH3:5], predict the reactants needed to synthesize it. The reactants are: Br[CH2:2][CH2:3][CH2:4][CH3:5].[CH3:6][O:7][C:8]1[CH:13]=[CH:12][C:11]([S:14]([NH:17][C:18]2[CH:23]=[CH:22][C:21]([O:24][CH3:25])=[CH:20][CH:19]=2)(=[O:16])=[O:15])=[CH:10][CH:9]=1. (6) Given the product [Br:1][C:2]1[CH:3]=[C:4]([CH:8]2[CH2:14][NH:13][CH2:12][CH2:11][CH2:10][O:9]2)[CH:5]=[CH:6][CH:7]=1, predict the reactants needed to synthesize it. The reactants are: [Br:1][C:2]1[CH:3]=[C:4]([CH:8]2[CH2:14][N:13]([C@@H](C3C=CC=CC=3)C)[CH2:12][CH2:11][CH2:10][O:9]2)[CH:5]=[CH:6][CH:7]=1.ClC(OC(Cl)C)=O.CO.